This data is from CYP2C9 inhibition data for predicting drug metabolism from PubChem BioAssay. The task is: Regression/Classification. Given a drug SMILES string, predict its absorption, distribution, metabolism, or excretion properties. Task type varies by dataset: regression for continuous measurements (e.g., permeability, clearance, half-life) or binary classification for categorical outcomes (e.g., BBB penetration, CYP inhibition). Dataset: cyp2c9_veith. The drug is CCN1C(=O)[C@H]2CC[C@@H]3/C(=N\NC(=O)OCc4ccccc4)C[C@@H](O)[C@@H](O)[C@@H]3[C@@H]2C1=O. The result is 0 (non-inhibitor).